From a dataset of Experimentally validated miRNA-target interactions with 360,000+ pairs, plus equal number of negative samples. Binary Classification. Given a miRNA mature sequence and a target amino acid sequence, predict their likelihood of interaction. (1) The protein sequence of the target gene is MEKLLCFLVLTSLSHAFGQTDMSRKAFVFPKESDTSYVSLKAPLTKPLKAFTVCLHFYTELSSTRGYSIFSYATKRQDNEILIFWSKDIGYSFTVGGSEILFEVPEVTVAPVHICTSWESASGIVEFWVDGKPRVRKSLKKGYTVGAEASIILGQEQDSFGGNFEGSQSLVGDIGNVNMWDFVLSPDEINTIYLGGPFSPNVLNWRALKYEVQGEVFTKPQLWP. The miRNA is hsa-miR-509-5p with sequence UACUGCAGACAGUGGCAAUCA. Result: 1 (interaction). (2) The miRNA is hsa-miR-526b-5p with sequence CUCUUGAGGGAAGCACUUUCUGU. The protein sequence of the target gene is MVFLKFFCMSFFCHLCQGYFDGPLYPEMSNGTLHHYFVPDGDYEENDDPEKCQLLFRVSDHRRCSQGEGSQVGSLLSLTLREEFTVLGRQVEDAGRVLEGISKSISYDLDGEESYGKYLRRESHQIGDAYSNSDKSLTELESKFKQGQEQDSRQESRLNEDFLGMLVHTRSLLKETLDISVGLRDKYELLALTIRSHGTRLGRLKNDYLKV. Result: 1 (interaction). (3) The miRNA is hsa-miR-4742-3p with sequence UCUGUAUUCUCCUUUGCCUGCAG. The protein sequence of the target gene is MFTRAVSRLSRKRPPSDIHDGDGSSSSGHQSLKSTAKWASSLENLLEDPEGVQRFREFLKKEFSEENVLFWLACEDFKKTEDRKQMQEKAKEIYMTFLSNKASSQVNVEGQSRLTEKILEEPHPLMFQKLQDQIFNLMKYDSYSRFLKSDLFLKPKRTEEEEEEPPDAQTAAKRASRIYNT. Result: 0 (no interaction).